From a dataset of Reaction yield outcomes from USPTO patents with 853,638 reactions. Predict the reaction yield, written as a fraction of the theoretical maximum amount of product (1.0 means a 100% yield; for example, 0.34 means a 34% yield). (1) The reactants are [CH2:1]([N:8]([CH2:28][C:29]1[CH:34]=[CH:33][CH:32]=[CH:31][CH:30]=1)[C@H:9]1[CH2:18][C:17]2[C:12](=[CH:13][CH:14]=[CH:15][C:16]=2B2OC(C)(C)C(C)(C)O2)[O:11][CH2:10]1)[C:2]1[CH:7]=[CH:6][CH:5]=[CH:4][CH:3]=1.Cl[C:36]1[CH:41]=[N:40][CH:39]=[C:38]([CH3:42])[N:37]=1. No catalyst specified. The product is [CH2:28]([N:8]([CH2:1][C:2]1[CH:7]=[CH:6][CH:5]=[CH:4][CH:3]=1)[C@H:9]1[CH2:18][C:17]2[C:12](=[CH:13][CH:14]=[CH:15][C:16]=2[C:36]2[CH:41]=[N:40][CH:39]=[C:38]([CH3:42])[N:37]=2)[O:11][CH2:10]1)[C:29]1[CH:30]=[CH:31][CH:32]=[CH:33][CH:34]=1. The yield is 0.830. (2) The product is [CH3:1][C@H:2]1[CH2:7][NH:6][C@H:5]([CH3:8])[CH2:4][N:3]1[C:20]([O:22][CH2:23][CH3:24])=[O:21]. The catalyst is O.O1CCCC1.C(O)C. The reactants are [CH3:1][C@H:2]1[CH2:7][NH:6][C@H:5]([CH3:8])[CH2:4][NH:3]1.CS(O)(=O)=O.C([O-])(=O)C.[K+].Cl[C:20]([O:22][CH2:23][CH3:24])=[O:21]. The yield is 0.740. (3) The reactants are [F:1][C:2]1[CH:3]=[CH:4][C:5]([NH:13][CH:14]2[C:23]3[C:18](=[C:19]([O:27]C)[C:20]([CH:24]([CH3:26])[CH3:25])=[CH:21][CH:22]=3)[C:17]([CH3:30])([CH3:29])[CH2:16][C:15]2([C:32]([F:35])([F:34])[F:33])[OH:31])=[C:6]2[C:11]=1[N:10]=[C:9]([CH3:12])[N:8]=[CH:7]2.B(Br)(Br)Br. The catalyst is ClCCl. The product is [F:1][C:2]1[CH:3]=[CH:4][C:5]([NH:13][CH:14]2[C:15]([C:32]([F:33])([F:35])[F:34])([OH:31])[CH2:16][C:17]([CH3:30])([CH3:29])[C:18]3[C:19]([OH:27])=[C:20]([CH:24]([CH3:26])[CH3:25])[CH:21]=[CH:22][C:23]2=3)=[C:6]2[C:11]=1[N:10]=[C:9]([CH3:12])[N:8]=[CH:7]2. The yield is 0.282. (4) The reactants are [C:1]([Si:5]([CH3:19])([CH3:18])[N:6]1[C:10]2=[N:11][CH:12]=[C:13]([S:15][CH2:16][CH3:17])[CH:14]=[C:9]2[CH2:8][CH2:7]1)([CH3:4])([CH3:3])[CH3:2].ClC1C(=O)C(C#N)=C(C#N)C(=O)C=1Cl. The catalyst is ClCCl. The product is [C:1]([Si:5]([CH3:19])([CH3:18])[N:6]1[C:10]2=[N:11][CH:12]=[C:13]([S:15][CH2:16][CH3:17])[CH:14]=[C:9]2[CH:8]=[CH:7]1)([CH3:3])([CH3:4])[CH3:2]. The yield is 0.230. (5) The reactants are [Cl:1][C:2]1[CH:7]=[CH:6][C:5]([S:8](Cl)(=[O:10])=[O:9])=[CH:4][N:3]=1.Cl.[F:13][C:14]([F:19])([F:18])[C@@H:15]([NH2:17])[CH3:16]. The catalyst is N1C=CC=CC=1.C(OCC)(=O)C. The product is [F:13][C:14]([F:19])([F:18])[C@@H:15]([NH:17][S:8]([C:5]1[CH:4]=[N:3][C:2]([Cl:1])=[CH:7][CH:6]=1)(=[O:10])=[O:9])[CH3:16]. The yield is 0.750. (6) The reactants are F[C:2]1[CH:7]=[CH:6][C:5]([N+:8]([O-:10])=[O:9])=[CH:4][C:3]=1[C:11]1[C:16]2[CH:17]=[C:18]([C:28]([O:30][CH2:31][CH3:32])=[O:29])[N:19](COCC[Si](C)(C)C)[C:15]=2[C:14](=[O:33])[N:13]([CH3:34])[N:12]=1.[C:35]1([OH:41])[CH:40]=[CH:39][CH:38]=[CH:37][CH:36]=1.C(=O)([O-])[O-].[Cs+].[Cs+]. The catalyst is CS(C)=O. The product is [CH3:34][N:13]1[C:14](=[O:33])[C:15]2[NH:19][C:18]([C:28]([O:30][CH2:31][CH3:32])=[O:29])=[CH:17][C:16]=2[C:11]([C:3]2[CH:4]=[C:5]([N+:8]([O-:10])=[O:9])[CH:6]=[CH:7][C:2]=2[O:41][C:35]2[CH:40]=[CH:39][CH:38]=[CH:37][CH:36]=2)=[N:12]1. The yield is 0.610. (7) The reactants are [OH:1][C:2]1[N:10]=[CH:9][CH:8]=[CH:7][C:3]=1[C:4]([OH:6])=[O:5].S(=O)(=O)(O)O.[C:16]1(C)C=CC=CC=1.C(=O)([O-])[O-].[K+].[K+]. The catalyst is CO. The product is [CH3:16][O:5][C:4](=[O:6])[C:3]1[CH:7]=[CH:8][CH:9]=[N:10][C:2]=1[OH:1]. The yield is 0.840.